Dataset: CYP2C19 inhibition data for predicting drug metabolism from PubChem BioAssay. Task: Regression/Classification. Given a drug SMILES string, predict its absorption, distribution, metabolism, or excretion properties. Task type varies by dataset: regression for continuous measurements (e.g., permeability, clearance, half-life) or binary classification for categorical outcomes (e.g., BBB penetration, CYP inhibition). Dataset: cyp2c19_veith. The molecule is Cc1noc(C)c1-c1ccc2ncnc(NCc3ccccc3)c2c1. The result is 1 (inhibitor).